From a dataset of Reaction yield outcomes from USPTO patents with 853,638 reactions. Predict the reaction yield, written as a fraction of the theoretical maximum amount of product (1.0 means a 100% yield; for example, 0.34 means a 34% yield). (1) The reactants are [F:1][C:2]1[C:14]2[NH:13][C:12]3[CH2:11][CH2:10][CH2:9][C:8](=[O:15])[C:7]=3[C:6]=2[CH:5]=[CH:4][CH:3]=1.C(=O)([O-])[O-].[Li+].[Li+].[Br-].[Li+]. The catalyst is [Cu].C(OCC)(=O)C. The product is [F:1][C:2]1[C:14]2[NH:13][C:12]3[C:7](=[C:8]([OH:15])[CH:9]=[CH:10][CH:11]=3)[C:6]=2[CH:5]=[CH:4][CH:3]=1. The yield is 0.180. (2) The reactants are [CH2:1]([C:3]1[NH:8][C:7](=O)[CH:6]=[C:5]([C:10]2[CH:15]=[CH:14][CH:13]=[CH:12][C:11]=2[O:16][CH3:17])[N:4]=1)[CH3:2].P(Cl)(Cl)([Cl:20])=O. No catalyst specified. The product is [Cl:20][C:7]1[CH:6]=[C:5]([C:10]2[CH:15]=[CH:14][CH:13]=[CH:12][C:11]=2[O:16][CH3:17])[N:4]=[C:3]([CH2:1][CH3:2])[N:8]=1. The yield is 0.740. (3) The reactants are [CH3:1][O:2][C:3]([CH:5]1[CH2:10][CH2:9][CH:8]([CH3:11])[NH:7][CH:6]1[C:12]1[CH:17]=[CH:16][CH:15]=[CH:14][CH:13]=1)=[O:4].[CH2:18]([O:25][C:26](Cl)=[O:27])[C:19]1[CH:24]=[CH:23][CH:22]=[CH:21][CH:20]=1. The catalyst is C([O-])(O)=O.[Na+]. The product is [CH3:1][O:2][C:3]([C@@H:5]1[CH2:10][CH2:9][C@@H:8]([CH3:11])[N:7]([C:26]([O:25][CH2:18][C:19]2[CH:24]=[CH:23][CH:22]=[CH:21][CH:20]=2)=[O:27])[C@H:6]1[C:12]1[CH:13]=[CH:14][CH:15]=[CH:16][CH:17]=1)=[O:4]. The yield is 0.630. (4) The reactants are [CH2:1]([O:8][C:9]([N:11]1[CH2:16][CH2:15][NH:14][CH2:13][CH2:12]1)=[O:10])[C:2]1[CH:7]=[CH:6][CH:5]=[CH:4][CH:3]=1.[NH2:17][C:18]1[NH:19][C:20](=O)[C:21]2[N:27]=[C:26]([C:28]3[CH:33]=[CH:32][C:31]([F:34])=[CH:30][CH:29]=3)[CH:25]=[CH:24][C:22]=2[N:23]=1. No catalyst specified. The product is [NH2:17][C:18]1[N:19]=[C:20]([N:14]2[CH2:15][CH2:16][N:11]([C:9]([O:8][CH2:1][C:2]3[CH:7]=[CH:6][CH:5]=[CH:4][CH:3]=3)=[O:10])[CH2:12][CH2:13]2)[C:21]2[N:27]=[C:26]([C:28]3[CH:33]=[CH:32][C:31]([F:34])=[CH:30][CH:29]=3)[CH:25]=[CH:24][C:22]=2[N:23]=1. The yield is 0.820.